This data is from Forward reaction prediction with 1.9M reactions from USPTO patents (1976-2016). The task is: Predict the product of the given reaction. (1) Given the reactants [CH:1](=[O:8])[C:2]1[CH:7]=[CH:6][CH:5]=[CH:4][CH:3]=1.[OH-:9].[Na+].O.[CH2:12]([OH:14])[CH3:13], predict the reaction product. The product is: [C:2]1(/[CH:1]=[CH:13]/[C:12]([C:5]2[CH:6]=[CH:7][C:2]([C:1]([OH:9])=[O:8])=[CH:3][CH:4]=2)=[O:14])[CH:7]=[CH:6][CH:5]=[CH:4][CH:3]=1. (2) The product is: [C:15]([C:4]1[CH:3]=[C:2]([NH:1][C:21](=[O:28])[O:22][CH2:23][C:24]([Cl:27])([Cl:26])[Cl:25])[N:6]([C:7]2[CH:14]=[CH:13][C:10]([C:11]#[N:12])=[CH:9][CH:8]=2)[N:5]=1)([CH3:18])([CH3:17])[CH3:16]. Given the reactants [NH2:1][C:2]1[N:6]([C:7]2[CH:14]=[CH:13][C:10]([C:11]#[N:12])=[CH:9][CH:8]=2)[N:5]=[C:4]([C:15]([CH3:18])([CH3:17])[CH3:16])[CH:3]=1.[OH-].[Na+].[C:21](Cl)(=[O:28])[O:22][CH2:23][C:24]([Cl:27])([Cl:26])[Cl:25], predict the reaction product. (3) Given the reactants [F:1][C:2]([F:35])([F:34])[CH2:3][CH2:4][CH:5]([C:17]1[CH:22]=[CH:21][C:20]([C:23]2[CH:28]=[CH:27][C:26]([C:29]([F:32])([F:31])[F:30])=[CH:25][N:24]=2)=[CH:19][C:18]=1[CH3:33])CC1C=CC(C(OC)=O)=CC=1.[OH-:36].[Na+].[CH2:38]1[CH2:42][O:41][CH2:40][CH2:39]1.Cl, predict the reaction product. The product is: [F:34][C:2]([F:1])([F:35])[CH2:3][CH2:4][CH:5]([NH:24][C:23]1[CH:20]=[CH:19][C:39]([C:40]([OH:36])=[O:41])=[CH:38][CH:42]=1)[C:17]1[CH:22]=[CH:21][C:20]([C:23]2[CH:28]=[CH:27][C:26]([C:29]([F:30])([F:31])[F:32])=[CH:25][N:24]=2)=[CH:19][C:18]=1[CH3:33]. (4) Given the reactants [NH2:1][C@@H:2]([CH3:17])[C@@H:3]([C:5]1[CH:6]=[CH:7][C:8]([OH:16])=[C:9]([NH:11][S:12]([CH3:15])(=[O:14])=[O:13])[CH:10]=1)[OH:4].[CH3:18][O:19][C:20]1[CH:21]=[C:22]([CH:25]=[C:26]([O:30][CH3:31])[C:27]=1[O:28][CH3:29])[CH:23]=O, predict the reaction product. The product is: [OH:16][C:8]1[CH:7]=[CH:6][C:5]([C@@H:3]([OH:4])[C@@H:2]([NH:1][CH2:23][C:22]2[CH:25]=[C:26]([O:30][CH3:31])[C:27]([O:28][CH3:29])=[C:20]([O:19][CH3:18])[CH:21]=2)[CH3:17])=[CH:10][C:9]=1[NH:11][S:12]([CH3:15])(=[O:14])=[O:13]. (5) The product is: [OH:1][C@@:2]1([C:9]#[C:10][C:11]2[CH:12]=[C:13]([N:17]3[C:25]4[C:20](=[CH:21][C:22]([O:26][CH3:27])=[CH:23][CH:24]=4)[C:19]([C:28]([NH2:32])=[O:30])=[N:18]3)[CH:14]=[CH:15][CH:16]=2)[CH2:6][CH2:5][N:4]([CH3:7])[C:3]1=[O:8]. Given the reactants [OH:1][C@@:2]1([C:9]#[C:10][C:11]2[CH:12]=[C:13]([N:17]3[C:25]4[C:20](=[CH:21][C:22]([O:26][CH3:27])=[CH:23][CH:24]=4)[C:19]([C:28]([O:30]C)=O)=[N:18]3)[CH:14]=[CH:15][CH:16]=2)[CH2:6][CH2:5][N:4]([CH3:7])[C:3]1=[O:8].[NH3:32], predict the reaction product. (6) Given the reactants [CH3:1][O:2][C:3]1[CH:8]=[CH:7][C:6]([C:9]2[CH:13]=[C:12]([NH2:14])[O:11][N:10]=2)=[CH:5][CH:4]=1.[F:15][C:16]([F:27])([F:26])[C:17]1[CH:25]=[CH:24][CH:23]=[CH:22][C:18]=1[C:19](Cl)=[O:20].N1C=CC=CC=1, predict the reaction product. The product is: [CH3:1][O:2][C:3]1[CH:4]=[CH:5][C:6]([C:9]2[CH:13]=[C:12]([NH:14][C:19](=[O:20])[C:18]3[CH:22]=[CH:23][CH:24]=[CH:25][C:17]=3[C:16]([F:15])([F:26])[F:27])[O:11][N:10]=2)=[CH:7][CH:8]=1. (7) Given the reactants [CH3:1][C:2]1[CH:7]=[CH:6][C:5]([S:8]([O:11][CH2:12][CH:13]2[CH2:17][C:16]3[CH:18]=[CH:19][CH:20]=[C:21](Br)[C:15]=3[O:14]2)(=[O:10])=[O:9])=[CH:4][CH:3]=1.[CH3:23][O:24][C:25]1[CH:30]=[CH:29][CH:28]=[CH:27][C:26]=1B(O)O.C(=O)([O-])[O-].[K+].[K+].CC1C=CC(S(OCC2CC3C(C4C=CC=CC=4)=CC=CC=3O2)(=O)=O)=CC=1, predict the reaction product. The product is: [CH3:1][C:2]1[CH:7]=[CH:6][C:5]([S:8]([O:11][CH2:12][CH:13]2[CH2:17][C:16]3[CH:18]=[CH:19][CH:20]=[C:21]([C:26]4[CH:27]=[CH:28][CH:29]=[CH:30][C:25]=4[O:24][CH3:23])[C:15]=3[O:14]2)(=[O:10])=[O:9])=[CH:4][CH:3]=1. (8) Given the reactants Cl[CH2:2][CH2:3][CH2:4][C:5]([C:7]1[CH:12]=[CH:11][C:10]([CH:13]([CH3:15])[CH3:14])=[CH:9][CH:8]=1)=[O:6].[NH:16]1[CH2:21][CH2:20][CH:19]([C:22]2[CH:23]=[C:24]([NH:28][C:29](=[O:32])[CH2:30][CH3:31])[CH:25]=[CH:26][CH:27]=2)[CH2:18][CH2:17]1, predict the reaction product. The product is: [CH:13]([C:10]1[CH:11]=[CH:12][C:7]([C:5](=[O:6])[CH2:4][CH2:3][CH2:2][N:16]2[CH2:21][CH2:20][CH:19]([C:22]3[CH:23]=[C:24]([NH:28][C:29](=[O:32])[CH2:30][CH3:31])[CH:25]=[CH:26][CH:27]=3)[CH2:18][CH2:17]2)=[CH:8][CH:9]=1)([CH3:15])[CH3:14]. (9) Given the reactants [NH:1]([C:8]1[N:9]([C:21]2[CH:26]=[CH:25][CH:24]=[CH:23][CH:22]=2)[C:10]2[C:15]([C:16](=[O:18])[CH:17]=1)=[C:14](Cl)[N:13]=[C:12]([CH3:20])[CH:11]=2)[C:2]1[CH:7]=[CH:6][CH:5]=[CH:4][CH:3]=1.[C:27]([O-:30])([O-])=[O:28].[Cs+].[Cs+].[CH3:33][CH2:34]O, predict the reaction product. The product is: [NH:1]([C:8]1[N:9]([C:21]2[CH:26]=[CH:25][CH:24]=[CH:23][CH:22]=2)[C:10]2[CH:11]=[C:12]([CH3:20])[N:13]=[C:14]([C:27]([O:30][CH2:33][CH3:34])=[O:28])[C:15]=2[C:16](=[O:18])[CH:17]=1)[C:2]1[CH:7]=[CH:6][CH:5]=[CH:4][CH:3]=1. (10) Given the reactants [C:1]1([CH3:15])[CH:6]=[CH:5][CH:4]=[CH:3][C:2]=1[CH2:7][CH2:8][CH:9]=[CH:10][CH2:11][CH2:12][CH2:13][CH3:14], predict the reaction product. The product is: [C:1]1([CH3:15])[CH:6]=[CH:5][CH:4]=[CH:3][C:2]=1[CH2:7][CH2:8][CH2:9][CH2:10][CH2:11][CH2:12][CH2:13][CH3:14].